From a dataset of Full USPTO retrosynthesis dataset with 1.9M reactions from patents (1976-2016). Predict the reactants needed to synthesize the given product. Given the product [O:42]=[C:41]1[N:8]([CH:9]2[CH2:14][CH2:13][N:12]([C:15]([O:17][C@@H:18]([C:15]([O:17][CH3:18])=[O:16])[CH2:19][C:20]3[CH:21]=[C:22]([CH3:30])[C:23]([NH2:29])=[C:24]([NH2:26])[CH:25]=3)=[O:16])[CH2:11][CH2:10]2)[CH2:7][CH2:6][C:5]2[CH:35]=[CH:36][CH:37]=[CH:38][C:4]=2[NH:3]1, predict the reactants needed to synthesize it. The reactants are: O=C1[N:8]([CH:9]2[CH2:14][CH2:13][N:12]([C:15]([O:17][C@@H:18](OC)[C:19](=C=O)[C:20]3[CH:25]=[C:24]([N+:26]([O-])=O)[C:23]([NH2:29])=[C:22]([CH3:30])[CH:21]=3)=[O:16])[CH2:11][CH2:10]2)[CH2:7][CH2:6][C:5]2[CH:35]=[CH:36][CH:37]=[CH:38][C:4]=2[NH:3]1.[H][H].[CH3:41][OH:42].